Task: Predict the reaction yield, written as a fraction of the theoretical maximum amount of product (1.0 means a 100% yield; for example, 0.34 means a 34% yield).. Dataset: Reaction yield outcomes from USPTO patents with 853,638 reactions The reactants are [C:1]1(=[O:11])[NH:5][C:4](=[O:6])[C:3]2=[CH:7][CH:8]=[CH:9][CH:10]=[C:2]12.[CH2:12]([C@@H:14]1[O:16][CH2:15]1)Cl.CC(C)([O-])C.[K+]. The catalyst is [Cl-].C([N+](C)(C)C)C1C=CC=CC=1.C(O)(C)C. The product is [CH2:12]([C:10]1[CH:9]=[CH:8][CH:7]=[C:3]2[C:4]([NH:5][C:1](=[O:11])[C:2]=12)=[O:6])[C@H:14]1[O:16][CH2:15]1. The yield is 0.890.